Dataset: Forward reaction prediction with 1.9M reactions from USPTO patents (1976-2016). Task: Predict the product of the given reaction. (1) Given the reactants [CH2:1]([O:8][C:9]1[CH:14]=[C:13]([Br:15])[CH:12]=[C:11]([N+:16]([O-])=O)[C:10]=1[NH:19][C:20]([CH:22]1[CH2:24][CH2:23]1)=[O:21])[C:2]1[CH:7]=[CH:6][CH:5]=[CH:4][CH:3]=1.C.O.NN, predict the reaction product. The product is: [NH2:16][C:11]1[CH:12]=[C:13]([Br:15])[CH:14]=[C:9]([O:8][CH2:1][C:2]2[CH:7]=[CH:6][CH:5]=[CH:4][CH:3]=2)[C:10]=1[NH:19][C:20]([CH:22]1[CH2:24][CH2:23]1)=[O:21]. (2) Given the reactants [CH2:1]([O:3][C:4]([C:6]1[S:10][C:9]([C:11]2[CH:16]=[CH:15][CH:14]=[CH:13][CH:12]=2)=[N:8][C:7]=1[CH3:17])=[O:5])[CH3:2].[Br:18]N1C(=O)CCC1=O, predict the reaction product. The product is: [CH2:1]([O:3][C:4]([C:6]1[S:10][C:9]([C:11]2[CH:16]=[CH:15][CH:14]=[CH:13][CH:12]=2)=[N:8][C:7]=1[CH2:17][Br:18])=[O:5])[CH3:2]. (3) Given the reactants Cl[C:2]1[C:11]2[C:6](=[CH:7][C:8]([Cl:12])=[CH:9][CH:10]=2)[N:5]=[CH:4][CH:3]=1.N#N.CN(CCN(C)C)C.[BH4-].[Na+], predict the reaction product. The product is: [Cl:12][C:8]1[CH:7]=[C:6]2[C:11]([CH:2]=[CH:3][CH:4]=[N:5]2)=[CH:10][CH:9]=1. (4) The product is: [CH3:31][C@H:11]1[C:12]2[C:17]([CH:18]3[CH2:23][CH2:22][NH:21][CH2:20][CH2:19]3)=[N:16][CH:15]=[N:14][C:13]=2[C@H:9]([OH:8])[CH2:10]1. Given the reactants C(O)(C(F)(F)F)=O.[OH:8][C@H:9]1[C:13]2[N:14]=[CH:15][N:16]=[C:17]([CH:18]3[CH2:23][CH2:22][N:21](C(OC(C)(C)C)=O)[CH2:20][CH2:19]3)[C:12]=2[C@H:11]([CH3:31])[CH2:10]1, predict the reaction product. (5) Given the reactants [NH2:1][C:2]1[CH:10]=[CH:9][C:5]([C:6]([OH:8])=O)=[CH:4][C:3]=1[F:11].[CH2:12]([N:19]1[CH2:24][CH2:23][NH:22][CH2:21][CH2:20]1)[C:13]1[CH:18]=[CH:17][CH:16]=[CH:15][CH:14]=1.C(N(CC)CC)C.CCCP1(OP(CCC)(=O)OP(CCC)(=O)O1)=O, predict the reaction product. The product is: [NH2:1][C:2]1[CH:10]=[CH:9][C:5]([C:6]([N:22]2[CH2:23][CH2:24][N:19]([CH2:12][C:13]3[CH:14]=[CH:15][CH:16]=[CH:17][CH:18]=3)[CH2:20][CH2:21]2)=[O:8])=[CH:4][C:3]=1[F:11].